From a dataset of Full USPTO retrosynthesis dataset with 1.9M reactions from patents (1976-2016). Predict the reactants needed to synthesize the given product. (1) Given the product [CH3:29][N:27]([CH3:28])[C:26]([C:23]([NH:22][C:18]1[CH:17]=[C:16]([CH:11]2[C:10]([CH3:31])([CH3:32])[CH2:9][C:8]3[C:13](=[CH:14][CH:15]=[C:6]([C:4]([OH:5])=[O:3])[CH:7]=3)[NH:12]2)[CH:21]=[CH:20][CH:19]=1)([CH3:24])[CH3:25])=[O:30], predict the reactants needed to synthesize it. The reactants are: C([O:3][C:4]([C:6]1[CH:7]=[C:8]2[C:13](=[CH:14][CH:15]=1)[NH:12][CH:11]([C:16]1[CH:21]=[CH:20][CH:19]=[C:18]([NH:22][C:23]([C:26](=[O:30])[N:27]([CH3:29])[CH3:28])([CH3:25])[CH3:24])[CH:17]=1)[C:10]([CH3:32])([CH3:31])[CH2:9]2)=[O:5])C.Cl. (2) Given the product [Br:1][C:2]1[CH:3]=[C:4]([CH:8]2[CH2:9][CH2:18][C:19]3[C:20](=[CH:21][C:22]4[O:26][CH2:25][C@@H:24]([CH2:27][C:28]([O:30][CH3:31])=[O:29])[C:23]=4[CH:32]=3)[O:33]2)[CH:5]=[CH:6][CH:7]=1, predict the reactants needed to synthesize it. The reactants are: [Br:1][C:2]1[CH:7]=[CH:6][CH:5]=[C:4]([CH:8]=[CH2:9])[CH:3]=1.C1(B2[O:33][C:20]3=[CH:21][C:22]4[O:26][CH2:25][C@@H:24]([CH2:27][C:28]([O:30][CH3:31])=[O:29])[C:23]=4[CH:32]=[C:19]3[CH2:18]O2)C=CC=CC=1.